From a dataset of Forward reaction prediction with 1.9M reactions from USPTO patents (1976-2016). Predict the product of the given reaction. (1) Given the reactants [Cl:1][C:2]1[CH:7]=[CH:6][C:5]([CH2:8][CH:9]([C:17]2[CH:22]=[CH:21][CH:20]=[CH:19][CH:18]=2)[CH:10](OS(C)(=O)=O)[CH3:11])=[CH:4][CH:3]=1.[N-:23]=[N+:24]=[N-:25].[Na+].O, predict the reaction product. The product is: [N:23]([CH:10]([CH:9]([C:17]1[CH:22]=[CH:21][CH:20]=[CH:19][CH:18]=1)[CH2:8][C:5]1[CH:6]=[CH:7][C:2]([Cl:1])=[CH:3][CH:4]=1)[CH3:11])=[N+:24]=[N-:25]. (2) Given the reactants [CH2:1]([O:3][C:4]([C:6]1([C:9]2[CH:14]=[CH:13][C:12](B3OC(C)(C)C(C)(C)O3)=[CH:11][CH:10]=2)[CH2:8][CH2:7]1)=[O:5])[CH3:2].[Br:24][C:25]1[CH:30]=[CH:29][C:28](I)=[CH:27][CH:26]=1.C(=O)(O)[O-].[Na+].N#N, predict the reaction product. The product is: [CH2:1]([O:3][C:4]([C:6]1([C:9]2[CH:10]=[CH:11][C:12]([C:28]3[CH:29]=[CH:30][C:25]([Br:24])=[CH:26][CH:27]=3)=[CH:13][CH:14]=2)[CH2:7][CH2:8]1)=[O:5])[CH3:2].